Dataset: Forward reaction prediction with 1.9M reactions from USPTO patents (1976-2016). Task: Predict the product of the given reaction. (1) Given the reactants [C:1]([C:3]1[CH:31]=[CH:30][C:6]([CH2:7][CH:8](/[CH:21]=[CH:22]/[C:23]2[CH:28]=[CH:27][CH:26]=[CH:25][C:24]=2[OH:29])[CH2:9][CH2:10][C:11]2[CH:20]=[CH:19][C:14]([C:15]([O:17][CH3:18])=[O:16])=[CH:13][CH:12]=2)=[CH:5][CH:4]=1)#[N:2].Cl[CH2:33][C:34]1[CH:39]=[CH:38][C:37]([C:40]2[CH:45]=[CH:44][C:43]([C:46]([F:49])([F:48])[F:47])=[CH:42][CH:41]=2)=[CH:36][CH:35]=1.C(=O)([O-])[O-].[K+].[K+], predict the reaction product. The product is: [C:1]([C:3]1[CH:4]=[CH:5][C:6]([CH2:7][CH:8](/[CH:21]=[CH:22]/[C:23]2[CH:28]=[CH:27][CH:26]=[CH:25][C:24]=2[O:29][CH2:33][C:34]2[CH:35]=[CH:36][C:37]([C:40]3[CH:45]=[CH:44][C:43]([C:46]([F:47])([F:48])[F:49])=[CH:42][CH:41]=3)=[CH:38][CH:39]=2)[CH2:9][CH2:10][C:11]2[CH:20]=[CH:19][C:14]([C:15]([O:17][CH3:18])=[O:16])=[CH:13][CH:12]=2)=[CH:30][CH:31]=1)#[N:2]. (2) Given the reactants C([O:3][C:4]([C:6]1[C:10]([CH3:11])=[CH:9][NH:8][C:7]=1[CH2:12][CH2:13][NH:14][CH2:15][CH2:16][NH:17][CH2:18][CH3:19])=O)C.O.[OH-].[Li+], predict the reaction product. The product is: [CH2:18]([NH:17][CH2:16][CH2:15][N:14]1[CH2:13][CH2:12][C:7]2[NH:8][CH:9]=[C:10]([CH3:11])[C:6]=2[C:4]1=[O:3])[CH3:19].